Task: Regression. Given two drug SMILES strings and cell line genomic features, predict the synergy score measuring deviation from expected non-interaction effect.. Dataset: NCI-60 drug combinations with 297,098 pairs across 59 cell lines (1) Drug 1: C1C(C(OC1N2C=NC3=C(N=C(N=C32)Cl)N)CO)O. Drug 2: CC12CCC3C(C1CCC2O)C(CC4=C3C=CC(=C4)O)CCCCCCCCCS(=O)CCCC(C(F)(F)F)(F)F. Cell line: SF-268. Synergy scores: CSS=3.87, Synergy_ZIP=-0.816, Synergy_Bliss=-0.0297, Synergy_Loewe=-1.17, Synergy_HSA=-1.02. (2) Drug 1: CC1=C(C=C(C=C1)C(=O)NC2=CC(=CC(=C2)C(F)(F)F)N3C=C(N=C3)C)NC4=NC=CC(=N4)C5=CN=CC=C5. Drug 2: C1CN1C2=NC(=NC(=N2)N3CC3)N4CC4. Cell line: NCI-H322M. Synergy scores: CSS=3.41, Synergy_ZIP=3.64, Synergy_Bliss=-4.79, Synergy_Loewe=0.689, Synergy_HSA=-4.73. (3) Drug 1: CC1CCC2CC(C(=CC=CC=CC(CC(C(=O)C(C(C(=CC(C(=O)CC(OC(=O)C3CCCCN3C(=O)C(=O)C1(O2)O)C(C)CC4CCC(C(C4)OC)O)C)C)O)OC)C)C)C)OC. Drug 2: CN(CC1=CN=C2C(=N1)C(=NC(=N2)N)N)C3=CC=C(C=C3)C(=O)NC(CCC(=O)O)C(=O)O. Cell line: T-47D. Synergy scores: CSS=5.36, Synergy_ZIP=5.79, Synergy_Bliss=11.7, Synergy_Loewe=6.01, Synergy_HSA=2.71. (4) Drug 1: C1CC(=O)NC(=O)C1N2CC3=C(C2=O)C=CC=C3N. Drug 2: CC(C1=C(C=CC(=C1Cl)F)Cl)OC2=C(N=CC(=C2)C3=CN(N=C3)C4CCNCC4)N. Cell line: CCRF-CEM. Synergy scores: CSS=14.1, Synergy_ZIP=-12.8, Synergy_Bliss=-17.7, Synergy_Loewe=-43.7, Synergy_HSA=-17.6.